Predict the product of the given reaction. From a dataset of Forward reaction prediction with 1.9M reactions from USPTO patents (1976-2016). (1) Given the reactants [CH2:1]([C:8]1[C:16]2[C:11](=[CH:12][CH:13]=[CH:14][CH:15]=2)[NH:10][C:9]=1[C:17]([O:19]CC)=O)[C:2]1[CH:7]=[CH:6][CH:5]=[CH:4][CH:3]=1.O.[NH2:23][NH2:24], predict the reaction product. The product is: [CH2:1]([C:8]1[C:16]2[C:11](=[CH:12][CH:13]=[CH:14][CH:15]=2)[NH:10][C:9]=1[C:17]([NH:23][NH2:24])=[O:19])[C:2]1[CH:7]=[CH:6][CH:5]=[CH:4][CH:3]=1. (2) Given the reactants S1C=CC=C1B(O)[OH:7].Br[C:10]1[CH:15]=[CH:14][C:13]([N:16]2[C:25](=[O:26])[C:24]3[C:19](=[CH:20][CH:21]=[CH:22][CH:23]=3)[N:18]=[C:17]2[CH:27]([N:29]([CH3:43])[S:30]([C:33]2[CH:38]=[CH:37][C:36]([C:39]([CH3:42])([CH3:41])[CH3:40])=[CH:35][CH:34]=2)(=[O:32])=[O:31])[CH3:28])=[CH:12][CH:11]=1.BrC1C=C2[C:52](=[CH:53]C=1)[N:51]=[C:50]([CH:55](N(C)S(C1C=CC(C(C)(C)C)=CC=1)(=O)=O)C)N(C1C=CC(C)=CC=1)C2=O, predict the reaction product. The product is: [C:39]([C:36]1[CH:35]=[CH:34][C:33]([S:30]([N:29]([CH3:43])[CH:27]([C:17]2[N:16]([C:13]3[CH:14]=[CH:15][C:10]([N:51]4[CH2:50][CH2:55][O:7][CH2:53][CH2:52]4)=[CH:11][CH:12]=3)[C:25](=[O:26])[C:24]3[C:19](=[CH:20][CH:21]=[CH:22][CH:23]=3)[N:18]=2)[CH3:28])(=[O:31])=[O:32])=[CH:38][CH:37]=1)([CH3:40])([CH3:41])[CH3:42].